Dataset: Forward reaction prediction with 1.9M reactions from USPTO patents (1976-2016). Task: Predict the product of the given reaction. (1) Given the reactants [SH:1][C:2]1[N:3]=[C:4]([N:16]2[CH2:21][CH2:20][O:19][CH2:18][CH2:17]2)[C:5]2[CH2:6][CH2:7][C:8]([CH3:15])([CH3:14])[CH2:9][C:10]=2[C:11]=1[C:12]#[N:13].C(=O)([O-])[O-].[K+].[K+].Cl[CH2:29][C:30]([NH2:32])=[O:31], predict the reaction product. The product is: [NH2:13][C:12]1[C:11]2[C:10]3[CH2:9][C:8]([CH3:15])([CH3:14])[CH2:7][CH2:6][C:5]=3[C:4]([N:16]3[CH2:17][CH2:18][O:19][CH2:20][CH2:21]3)=[N:3][C:2]=2[S:1][C:29]=1[C:30]([NH2:32])=[O:31]. (2) The product is: [Cl:2][C:3]1[CH:4]=[C:5]([NH:17][C:18]2[C:27]3[C:22](=[CH:23][CH:24]=[CH:25][C:26]=3[O:28][CH2:29][C:30]([N:47]([CH2:46][CH3:45])[CH3:42])=[O:31])[N:21]=[CH:20][N:19]=2)[CH:6]=[CH:7][C:8]=1[O:9][CH2:10][C:11]1[CH:16]=[CH:15][CH:14]=[CH:13][N:12]=1. Given the reactants [Na+].[Cl:2][C:3]1[CH:4]=[C:5]([NH:17][C:18]2[C:27]3[C:22](=[CH:23][CH:24]=[CH:25][C:26]=3[O:28][CH2:29][C:30]([O-])=[O:31])[N:21]=[CH:20][N:19]=2)[CH:6]=[CH:7][C:8]=1[O:9][CH2:10][C:11]1[CH:16]=[CH:15][CH:14]=[CH:13][N:12]=1.CN(C(ON1N=NC2C=[CH:45][CH:46]=[N:47][C:42]1=2)=[N+](C)C)C.F[P-](F)(F)(F)(F)F.CCN(C(C)C)C(C)C.C(NC)C, predict the reaction product.